This data is from Full USPTO retrosynthesis dataset with 1.9M reactions from patents (1976-2016). The task is: Predict the reactants needed to synthesize the given product. (1) The reactants are: [OH:1][C@H:2]([CH3:6])[C:3]([NH2:5])=O.F[B-](F)(F)F.C([O+](CC)CC)C.N[C:20]1[C:21]([NH:29][CH:30]2[CH2:35][CH2:34][CH:33]([NH:36][C:37](=[O:43])[O:38][C:39]([CH3:42])([CH3:41])[CH3:40])[CH2:32][CH2:31]2)=[C:22]2[S:28][CH:27]=[CH:26][C:23]2=[N:24][CH:25]=1. Given the product [OH:1][C@@H:2]([C:3]1[N:29]([CH:30]2[CH2:31][CH2:32][CH:33]([NH:36][C:37](=[O:43])[O:38][C:39]([CH3:41])([CH3:40])[CH3:42])[CH2:34][CH2:35]2)[C:21]2=[C:22]3[S:28][CH:27]=[CH:26][C:23]3=[N:24][CH:25]=[C:20]2[N:5]=1)[CH3:6], predict the reactants needed to synthesize it. (2) Given the product [CH:1]1([C:6]2[C:7]([O:15][CH2:16][C:17]([F:20])([F:19])[F:18])=[N:8][CH:9]=[C:10]([CH:14]=2)[C:11]([NH:27][C:25]2[CH:26]=[N:21][CH:22]=[N:23][CH:24]=2)=[O:13])[CH2:2][CH2:3][CH2:4][CH2:5]1, predict the reactants needed to synthesize it. The reactants are: [CH:1]1([C:6]2[C:7]([O:15][CH2:16][C:17]([F:20])([F:19])[F:18])=[N:8][CH:9]=[C:10]([CH:14]=2)[C:11]([OH:13])=O)[CH2:5][CH2:4][CH2:3][CH2:2]1.[N:21]1[CH:26]=[C:25]([NH2:27])[CH:24]=[N:23][CH:22]=1. (3) Given the product [Br:1][C:2]1[C:10]2[N:9]=[CH:8][N:7]([CH:12]3[CH2:13][CH2:14][CH2:15][CH2:16][O:11]3)[C:6]=2[CH:5]=[CH:4][CH:3]=1, predict the reactants needed to synthesize it. The reactants are: [Br:1][C:2]1[C:10]2[N:9]=[CH:8][NH:7][C:6]=2[CH:5]=[CH:4][CH:3]=1.[O:11]1[CH:16]=[CH:15][CH2:14][CH2:13][CH2:12]1.CC1C=CC(S(O)(=O)=O)=CC=1.O. (4) The reactants are: [CH:1]([C:4]1[CH:5]=[C:6]([CH:12]=[CH:13][CH:14]=1)[O:7][CH2:8][C:9](O)=[O:10])([CH3:3])[CH3:2].C(C1C=C(O)C=CC=1)(C)C.[Cl:25]CC(O)=O.[OH-].[Na+].O=S(Cl)Cl. Given the product [CH:1]([C:4]1[CH:5]=[C:6]([CH:12]=[CH:13][CH:14]=1)[O:7][CH2:8][C:9]([Cl:25])=[O:10])([CH3:3])[CH3:2], predict the reactants needed to synthesize it.